This data is from HIV replication inhibition screening data with 41,000+ compounds from the AIDS Antiviral Screen. The task is: Binary Classification. Given a drug SMILES string, predict its activity (active/inactive) in a high-throughput screening assay against a specified biological target. (1) The molecule is CCOC(=O)c1[nH]c2c(OC)n[n+]([O-])cc2c1Br. The result is 0 (inactive). (2) The drug is COc1ccccc1N1CCN(S(=O)(=O)c2ccc(Cl)cc2)C1=N. The result is 0 (inactive). (3) The drug is CC1CCN(CCC(=O)CC(c2ccccc2)c2c(O)c3ccccc3oc2=O)CC1.Cl. The result is 0 (inactive). (4) The result is 0 (inactive). The compound is C=C(Br)CNC(=O)NCCN1CCOCC1. (5) The molecule is CN(C)C=C(C(=O)c1ccccc1)n1nc(-c2ccccc2)cc1-c1ccccc1. The result is 0 (inactive). (6) The compound is CN1C(=O)C(C)(C)C(=O)c2ccccc21. The result is 0 (inactive). (7) The compound is Cc1ccc2c(c1)C(=O)N1CCCC1C=N2. The result is 0 (inactive).